From a dataset of HIV replication inhibition screening data with 41,000+ compounds from the AIDS Antiviral Screen. Binary Classification. Given a drug SMILES string, predict its activity (active/inactive) in a high-throughput screening assay against a specified biological target. (1) The drug is O=C1c2ccccc2S(=O)(=O)N1Sc1ccccc1[N+](=O)[O-]. The result is 0 (inactive). (2) The molecule is CCOC(=O)c1c(-c2ccc(Br)cc2)ccn1C. The result is 0 (inactive).